This data is from Full USPTO retrosynthesis dataset with 1.9M reactions from patents (1976-2016). The task is: Predict the reactants needed to synthesize the given product. (1) Given the product [C:31]([O:30][C:28](=[O:29])[CH2:27][O:20][C:17]1[C:18]([CH2:35][OH:36])=[C:19]2[C:14]([CH:13]=[N:12][N:11]2[CH2:10][C@H:9]([O:8][Si:1]([C:4]([CH3:7])([CH3:5])[CH3:6])([CH3:3])[CH3:2])[CH3:21])=[CH:15][CH:16]=1)([CH3:34])([CH3:33])[CH3:32], predict the reactants needed to synthesize it. The reactants are: [Si:1]([O:8][C@H:9]([CH3:21])[CH2:10][N:11]1[C:19]2[C:14](=[CH:15][CH:16]=[C:17]([OH:20])[CH:18]=2)[CH:13]=[N:12]1)([C:4]([CH3:7])([CH3:6])[CH3:5])([CH3:3])[CH3:2].C=O.[OH-].[Na+].Br[CH2:27][C:28]([O:30][C:31]([CH3:34])([CH3:33])[CH3:32])=[O:29].[C:35](=O)(O)[O-:36].[Na+]. (2) Given the product [Br:13][C:10]1[CH:11]=[CH:12][C:7]([CH2:6][CH2:5][OH:4])=[C:8]([N+:14]([O-:16])=[O:15])[CH:9]=1, predict the reactants needed to synthesize it. The reactants are: C([O:4][CH2:5][CH2:6][C:7]1[CH:12]=[CH:11][C:10]([Br:13])=[CH:9][C:8]=1[N+:14]([O-:16])=[O:15])(=O)C.[OH-].[Na+].[Cl-].[NH4+].Cl. (3) Given the product [CH2:29]([S:18][C:2]1[N:7]=[C:6]([O:8][CH3:9])[C:5]([O:10][CH3:11])=[CH:4][CH:3]=1)[C:30]1[CH:35]=[CH:34][CH:33]=[CH:32][CH:31]=1, predict the reactants needed to synthesize it. The reactants are: I[C:2]1[N:7]=[C:6]([O:8][CH3:9])[C:5]([O:10][CH3:11])=[CH:4][CH:3]=1.C1([SH:18])C=CC=CC=1.CCN(C(C)C)C(C)C.C[C:29]1(C)C2C(=C(P(C3C=CC=CC=3)C3C=CC=CC=3)C=CC=2)O[C:31]2[C:32](P(C3C=CC=CC=3)C3C=CC=CC=3)=[CH:33][CH:34]=[CH:35][C:30]1=2. (4) Given the product [C:1]([O:5][C:6]([N:8]1[CH2:13][CH2:12][CH2:11][C:10]([CH2:21][OH:22])([CH2:14][C:15]2[CH:16]=[CH:17][CH:18]=[CH:19][CH:20]=2)[CH2:9]1)=[O:7])([CH3:3])([CH3:4])[CH3:2], predict the reactants needed to synthesize it. The reactants are: [C:1]([O:5][C:6]([N:8]1[CH2:13][CH2:12][CH2:11][C:10]([C:21](OCC)=[O:22])([CH2:14][C:15]2[CH:20]=[CH:19][CH:18]=[CH:17][CH:16]=2)[CH2:9]1)=[O:7])([CH3:4])([CH3:3])[CH3:2].[H-].C([Al+]CC(C)C)C(C)C. (5) The reactants are: [Br:1][C:2]1[N:3]([CH2:17][CH2:18][CH:19]2[O:24][CH2:23][CH2:22][NH:21][CH2:20]2)[C:4]2[C:9]([N:10]=1)=[C:8]([NH2:11])[N:7]=[C:6]([O:12][CH2:13][CH2:14][CH2:15][CH3:16])[N:5]=2.Br[CH2:26][C:27]([O:29][CH3:30])=[O:28].C(=O)([O-])[O-:32].[K+].[K+]. Given the product [Br:1][C:2]1[N:3]([CH2:17][CH2:18][CH:19]2[O:24][CH2:23][CH2:22][N:21]([CH2:26][C:27]([O:29][CH3:30])=[O:28])[CH2:20]2)[C:4]2[C:9]([N:10]=1)=[C:8]([N:11]=[O:32])[N:7]=[C:6]([O:12][CH2:13][CH2:14][CH2:15][CH3:16])[N:5]=2, predict the reactants needed to synthesize it. (6) Given the product [F:1][C:2]1[C:3]([O:11][CH3:12])=[C:4]([NH2:8])[CH:5]=[CH:6][CH:7]=1, predict the reactants needed to synthesize it. The reactants are: [F:1][C:2]1[CH:7]=[CH:6][CH:5]=[C:4]([N+:8]([O-])=O)[C:3]=1[O:11][CH3:12]. (7) Given the product [Br:24][C:25]1[CH:26]=[C:27]2[N:33]([C:2]3[C:11]4[C:6](=[CH:7][C:8]([F:12])=[CH:9][CH:10]=4)[N:5]=[C:4]([C:13]4[CH:18]=[CH:17][CH:16]=[CH:15][C:14]=4[S:19]([CH3:22])(=[O:21])=[O:20])[C:3]=3[CH3:23])[CH2:32][C:31]([CH3:35])([CH3:34])[C:28]2=[N:29][CH:30]=1, predict the reactants needed to synthesize it. The reactants are: Cl[C:2]1[C:11]2[C:6](=[CH:7][C:8]([F:12])=[CH:9][CH:10]=2)[N:5]=[C:4]([C:13]2[CH:18]=[CH:17][CH:16]=[CH:15][C:14]=2[S:19]([CH3:22])(=[O:21])=[O:20])[C:3]=1[CH3:23].[Br:24][C:25]1[CH:26]=[C:27]2[NH:33][CH2:32][C:31]([CH3:35])([CH3:34])[C:28]2=[N:29][CH:30]=1.Cl.O1CCOCC1. (8) Given the product [CH2:33]([Sn:28]([CH2:24][CH2:25][CH2:26][CH3:27])([CH2:29][CH2:30][CH2:31][CH3:32])[C:2]1[CH:3]=[CH:4][C:5]([S:8]([NH2:11])=[O:10])=[CH:6][CH:7]=1)[CH2:34][CH2:35][CH3:36], predict the reactants needed to synthesize it. The reactants are: Br[C:2]1[CH:7]=[CH:6][C:5]([S:8]([NH2:11])(=[O:10])=O)=[CH:4][CH:3]=1.C([Li])CCC.CCCCCCC.[CH2:24]([Sn:28](Cl)([CH2:33][CH2:34][CH2:35][CH3:36])[CH2:29][CH2:30][CH2:31][CH3:32])[CH2:25][CH2:26][CH3:27].[Cl-].[NH4+]. (9) Given the product [CH3:22][C:21]1[C:16]([N:13]2[CH2:14][CH2:15][N:10]([C:8]([C:5]3[CH:6]=[CH:7][C:2]([N:34]4[C@H:30]([CH2:29][OH:28])[CH2:31][CH2:32][C:33]4=[O:35])=[CH:3][C:4]=3[S:24]([CH3:27])(=[O:26])=[O:25])=[O:9])[CH2:11][CH2:12]2)=[N:17][CH:18]=[C:19]([CH3:23])[CH:20]=1, predict the reactants needed to synthesize it. The reactants are: Br[C:2]1[CH:7]=[CH:6][C:5]([C:8]([N:10]2[CH2:15][CH2:14][N:13]([C:16]3[C:21]([CH3:22])=[CH:20][C:19]([CH3:23])=[CH:18][N:17]=3)[CH2:12][CH2:11]2)=[O:9])=[C:4]([S:24]([CH3:27])(=[O:26])=[O:25])[CH:3]=1.[OH:28][CH2:29][C@H:30]1[NH:34][C:33](=[O:35])[CH2:32][CH2:31]1. (10) Given the product [CH2:1]([C@@:4]1([CH3:25])[CH2:9][C@H:8]([C:10]2[CH:15]=[CH:14][CH:13]=[C:12]([Cl:16])[CH:11]=2)[C@@H:7]([C:17]2[CH:22]=[CH:21][C:20]([Cl:23])=[CH:19][CH:18]=2)[N:6]([C:27]2[C:32]([CH3:33])=[CH:31][C:30]([N+:34]([O-:36])=[O:35])=[CH:29][N:28]=2)[C:5]1=[O:24])[CH:2]=[CH2:3], predict the reactants needed to synthesize it. The reactants are: [CH2:1]([C@@:4]1([CH3:25])[CH2:9][C@H:8]([C:10]2[CH:15]=[CH:14][CH:13]=[C:12]([Cl:16])[CH:11]=2)[C@@H:7]([C:17]2[CH:22]=[CH:21][C:20]([Cl:23])=[CH:19][CH:18]=2)[NH:6][C:5]1=[O:24])[CH:2]=[CH2:3].Cl[C:27]1[C:32]([CH3:33])=[CH:31][C:30]([N+:34]([O-:36])=[O:35])=[CH:29][N:28]=1.